Dataset: Forward reaction prediction with 1.9M reactions from USPTO patents (1976-2016). Task: Predict the product of the given reaction. (1) Given the reactants [CH:1]1[C:10]2[C:5](=[CH:6][CH:7]=[CH:8][CH:9]=2)[CH2:4][CH2:3][N:2]=1.C(O)(=O)[CH2:12][C:13]([OH:15])=[O:14], predict the reaction product. The product is: [CH:1]1([CH2:12][C:13]([OH:15])=[O:14])[C:10]2[C:5](=[CH:6][CH:7]=[CH:8][CH:9]=2)[CH2:4][CH2:3][NH:2]1. (2) Given the reactants [Cl-].[Cl-].[Cl-].[In+3].Cl[SiH]([C:13]1[CH:18]=[CH:17][CH:16]=[CH:15][CH:14]=1)[C:13]1[CH:18]=[CH:17][CH:16]=[CH:15][CH:14]=1.Br[C:20]1[S:30][C:23]2[CH:24]3[CH:28]([CH2:29][C:22]=2[CH:21]=1)[CH2:27][NH:26][CH2:25]3.Cl[CH:32](Cl)C, predict the reaction product. The product is: [CH2:32]([N:26]1[CH2:25][CH:24]2[CH:28]([CH2:29][C:22]3[CH:21]=[CH:20][S:30][C:23]=32)[CH2:27]1)[C:13]1[CH:14]=[CH:15][CH:16]=[CH:17][CH:18]=1. (3) Given the reactants [CH:1]1([CH2:4][CH2:5][O:6][C:7]2[CH:19]=[CH:18][C:10]([C:11]([NH:13][CH2:14][C:15]([OH:17])=[O:16])=O)=[CH:9][CH:8]=2)[CH2:3][CH2:2]1.[F:20][C:21]([F:32])([F:31])[O:22][C:23]1[CH:30]=[CH:29][C:26]([CH:27]=O)=[CH:25][CH:24]=1, predict the reaction product. The product is: [CH:1]1([CH2:4][CH2:5][O:6][C:7]2[CH:8]=[CH:9][C:10]([C:11]3[O:17][C:15](=[O:16])/[C:14](=[CH:27]/[C:26]4[CH:29]=[CH:30][C:23]([O:22][C:21]([F:20])([F:31])[F:32])=[CH:24][CH:25]=4)/[N:13]=3)=[CH:18][CH:19]=2)[CH2:2][CH2:3]1. (4) Given the reactants [NH2:1][C@H:2]([CH3:24])[CH2:3][O:4][C:5]1[CH:14]=[CH:13][CH:12]=[C:11]2[C:6]=1[C:7]([NH:15][C:16]1[CH:21]=[CH:20][C:19]([OH:22])=[C:18]([Cl:23])[CH:17]=1)=[N:8][CH:9]=[N:10]2.Cl.Cl[CH2:27][C:28]1[N:29]=[CH:30][S:31][CH:32]=1, predict the reaction product. The product is: [NH2:1][C@H:2]([CH3:24])[CH2:3][O:4][C:5]1[CH:14]=[CH:13][CH:12]=[C:11]2[C:6]=1[C:7]([NH:15][C:16]1[CH:21]=[CH:20][C:19]([O:22][CH2:27][C:28]3[N:29]=[CH:30][S:31][CH:32]=3)=[C:18]([Cl:23])[CH:17]=1)=[N:8][CH:9]=[N:10]2. (5) The product is: [CH3:49][CH2:50][CH2:52][CH2:53][CH2:54][CH2:55][CH2:56][CH2:57][CH2:58][CH2:59][CH2:60][CH2:61][O:62][S:14]([O-:17])(=[O:15])=[O:16].[Na+:1]. Given the reactants [Na+:1].[Cl-].C1N(CCO)CCN(CC[S:14]([OH:17])(=[O:16])=[O:15])C1.CC(NCC(O)COC1C=CC=CC=1CC=C)C.C(O)(=O)CCC(O)=O.CC(CC[CH2:49][C@H:50]([C@@H:52]1[C@]2(C)[C@H:55]([C@H:56]3[C@H](CC2)[C@]2(C)[C:59]([CH2:60][C@H:61](CC2)[OH:62])=[CH:58][CH2:57]3)[CH2:54][CH2:53]1)C)C.CC(CC[CH2:49][C@H:50]([C@@H:52]1[C@]2(C)[C@H:55]([C@H:56]3[C@H](CC2)[C@]2(C)[C:59]([CH2:60][C@H:61](CC2)[OH:62])=[CH:58][CH2:57]3)[CH2:54][CH2:53]1)C)C, predict the reaction product.